Task: Regression. Given a peptide amino acid sequence and an MHC pseudo amino acid sequence, predict their binding affinity value. This is MHC class II binding data.. Dataset: Peptide-MHC class II binding affinity with 134,281 pairs from IEDB The peptide sequence is DVFYNGAYFVSSGKY. The MHC is HLA-DQA10401-DQB10402 with pseudo-sequence HLA-DQA10401-DQB10402. The binding affinity (normalized) is 0.168.